From a dataset of Reaction yield outcomes from USPTO patents with 853,638 reactions. Predict the reaction yield, written as a fraction of the theoretical maximum amount of product (1.0 means a 100% yield; for example, 0.34 means a 34% yield). (1) The reactants are [NH2:1][C@@H:2]([CH3:15])[CH2:3][O:4][C:5]1[CH:14]=[CH:13][C:8]([C:9]([O:11][CH3:12])=[O:10])=[CH:7][CH:6]=1.CCN(CC)CC.[C:23](O[C:23]([C:25]([F:28])([F:27])[F:26])=[O:24])([C:25]([F:28])([F:27])[F:26])=[O:24]. The catalyst is C1COCC1.Cl. The product is [F:26][C:25]([F:28])([F:27])[C:23]([NH:1][C@@H:2]([CH3:15])[CH2:3][O:4][C:5]1[CH:14]=[CH:13][C:8]([C:9]([O:11][CH3:12])=[O:10])=[CH:7][CH:6]=1)=[O:24]. The yield is 0.690. (2) The reactants are C([NH:4][C:5]1[N:14]=[C:13]2[C:8]([C:9](=[O:28])[CH:10]=[C:11]([NH:21][C:22]3[CH:27]=[CH:26][CH:25]=[CH:24][CH:23]=3)[N:12]2[C:15]2[CH:20]=[CH:19][CH:18]=[CH:17][CH:16]=2)=[C:7]([CH3:29])[CH:6]=1)C=C.CS(O)(=O)=O. The catalyst is CCO.CCOC(C)=O.[Pd]. The product is [NH2:4][C:5]1[N:14]=[C:13]2[C:8]([C:9](=[O:28])[CH:10]=[C:11]([NH:21][C:22]3[CH:23]=[CH:24][CH:25]=[CH:26][CH:27]=3)[N:12]2[C:15]2[CH:20]=[CH:19][CH:18]=[CH:17][CH:16]=2)=[C:7]([CH3:29])[CH:6]=1. The yield is 0.410. (3) The reactants are [F:1][C:2]1[CH:3]=[C:4]([CH:39]=[CH:40][CH:41]=1)[C:5](/[N:7]=[C:8]1/[N:9]([C@@H:30]2[CH2:35][CH2:34][C@H:33]([C:36](O)=[O:37])[CH2:32][CH2:31]2)[C:10]2[CH:15]=[C:14]([O:16][CH2:17][CH2:18][N:19]3[CH2:24][CH2:23][CH:22]([C:25]([OH:28])([CH3:27])[CH3:26])[CH2:21][CH2:20]3)[N:13]=[CH:12][C:11]=2[NH:29]/1)=[O:6].C1N=CN(C(N2C=NC=C2)=O)C=1.Cl.[F:55][C:56]1([F:60])[CH2:59][NH:58][CH2:57]1. The catalyst is CN(C=O)C.C(Cl)Cl. The product is [F:55][C:56]1([F:60])[CH2:59][N:58]([C:36]([C@@H:33]2[CH2:34][CH2:35][C@H:30]([N:9]3[C:10]4[CH:15]=[C:14]([O:16][CH2:17][CH2:18][N:19]5[CH2:20][CH2:21][CH:22]([C:25]([OH:28])([CH3:26])[CH3:27])[CH2:23][CH2:24]5)[N:13]=[CH:12][C:11]=4[NH:29]/[C:8]/3=[N:7]\[C:5](=[O:6])[C:4]3[CH:39]=[CH:40][CH:41]=[C:2]([F:1])[CH:3]=3)[CH2:31][CH2:32]2)=[O:37])[CH2:57]1. The yield is 0.618. (4) The reactants are [NH2:1][C:2]1[CH:11]=[CH:10][C:5]([C:6]([O:8][CH3:9])=[O:7])=[C:4]([O:12][CH3:13])[CH:3]=1.[CH3:14][C:15]1([CH3:31])[C:19]([CH3:21])([CH3:20])[O:18][B:17]([C:22]2[CH:23]=[C:24]([CH:28]=[CH:29][CH:30]=2)[C:25](O)=[O:26])[O:16]1.CCN=C=NCCCN(C)C.O. The catalyst is CN(C1C=CN=CC=1)C.CN(C=O)C. The product is [CH3:13][O:12][C:4]1[CH:3]=[C:2]([NH:1][C:25](=[O:26])[C:24]2[CH:28]=[CH:29][CH:30]=[C:22]([B:17]3[O:18][C:19]([CH3:20])([CH3:21])[C:15]([CH3:31])([CH3:14])[O:16]3)[CH:23]=2)[CH:11]=[CH:10][C:5]=1[C:6]([O:8][CH3:9])=[O:7]. The yield is 0.185. (5) The reactants are [NH2:1][C:2]1[C:11]2[C:6](=[C:7](Br)[CH:8]=[CH:9][CH:10]=2)[N:5]=[N:4][C:3]=1[C:13]([NH:15][CH:16]1[CH2:18][CH2:17]1)=[O:14].[F:19][C:20]1[C:25]([O:26][CH3:27])=[CH:24][CH:23]=[CH:22][C:21]=1B(O)O. No catalyst specified. The product is [NH2:1][C:2]1[C:11]2[C:6](=[C:7]([C:21]3[CH:22]=[CH:23][CH:24]=[C:25]([O:26][CH3:27])[C:20]=3[F:19])[CH:8]=[CH:9][CH:10]=2)[N:5]=[N:4][C:3]=1[C:13]([NH:15][CH:16]1[CH2:18][CH2:17]1)=[O:14]. The yield is 0.780. (6) The reactants are [I:1][C:2]1[CH:7]=[CH:6][C:5]([C:8]#[C:9][C:10]([O:12]CC)=O)=[CH:4][CH:3]=1.Cl.[NH2:16][OH:17].[OH-].[K+]. The catalyst is CO. The product is [I:1][C:2]1[CH:7]=[CH:6][C:5]([C:8]2[O:17][N:16]=[C:10]([OH:12])[CH:9]=2)=[CH:4][CH:3]=1. The yield is 0.570. (7) The reactants are [CH3:1][C:2]1[CH:7]=[C:6]([C:8]([O:10]C)=[O:9])[CH:5]=[CH:4][C:3]=1[C:12]1[C:13]([C:18]([O:20]CC)=[O:19])=[CH:14][CH:15]=[CH:16][CH:17]=1.[OH-].[Na+]. The catalyst is C(O)C. The product is [CH3:1][C:2]1[CH:7]=[C:6]([C:8]([OH:10])=[O:9])[CH:5]=[CH:4][C:3]=1[C:12]1[C:13]([C:18]([OH:20])=[O:19])=[CH:14][CH:15]=[CH:16][CH:17]=1. The yield is 0.950.